From a dataset of Reaction yield outcomes from USPTO patents with 853,638 reactions. Predict the reaction yield, written as a fraction of the theoretical maximum amount of product (1.0 means a 100% yield; for example, 0.34 means a 34% yield). (1) The reactants are [Cl-].C[Al+]C.CCCCCC.[F:11][C:12]([F:16])([F:15])[CH2:13][NH2:14].[C:17]([O:21][C:22](=[O:51])[NH:23][C@H:24]([C@@H:42]1[CH2:46][C@@H:45]([CH:47]([CH3:49])[CH3:48])[C:44](=[O:50])[O:43]1)[CH2:25][N:26]1[CH2:31][C:30](=[O:32])[N:29]([C:33]2[CH:38]=[CH:37][CH:36]=[CH:35][C:34]=2[Cl:39])[CH2:28][C:27]1([CH3:41])[CH3:40])([CH3:20])([CH3:19])[CH3:18].C(C(C(C([O-])=O)O)O)([O-])=O.[Na+].[K+]. The catalyst is C(Cl)Cl.C(OCC)(=O)C. The product is [C:17]([O:21][C:22](=[O:51])[NH:23][C@@H:24]([CH2:25][N:26]1[CH2:31][C:30](=[O:32])[N:29]([C:33]2[CH:38]=[CH:37][CH:36]=[CH:35][C:34]=2[Cl:39])[CH2:28][C:27]1([CH3:40])[CH3:41])[C@@H:42]([OH:43])[CH2:46][C@H:45]([C:44](=[O:50])[NH:14][CH2:13][C:12]([F:16])([F:15])[F:11])[CH:47]([CH3:49])[CH3:48])([CH3:18])([CH3:19])[CH3:20]. The yield is 0.550. (2) The reactants are [NH2:1][C:2]1[CH:3]=[C:4]2[C:8](=[CH:9][CH:10]=1)[N:7]([CH3:11])[CH:6]=[C:5]2[CH:12]1[CH2:16][CH2:15][N:14]([C:17]([O:19][C:20]([CH3:23])([CH3:22])[CH3:21])=[O:18])[CH2:13]1.[C:24]([C:26]1[CH:27]=[C:28]([CH:32]=[CH:33][CH:34]=1)[C:29](Cl)=[O:30])#[N:25].CO. The catalyst is C(Cl)Cl.C(Cl)(Cl)Cl.O. The product is [C:24]([C:26]1[CH:27]=[C:28]([CH:32]=[CH:33][CH:34]=1)[C:29]([NH:1][C:2]1[CH:3]=[C:4]2[C:8](=[CH:9][CH:10]=1)[N:7]([CH3:11])[CH:6]=[C:5]2[CH:12]1[CH2:16][CH2:15][N:14]([C:17]([O:19][C:20]([CH3:23])([CH3:22])[CH3:21])=[O:18])[CH2:13]1)=[O:30])#[N:25]. The yield is 0.360. (3) The reactants are [C:1]([C@H:3]1[N:7]2[CH2:8][CH2:9][N:10](C(OC(C)(C)C)=O)[CH2:11][C@H:6]2[CH2:5][CH2:4]1)#[CH:2].I[C:20]1[CH:21]=[C:22]([Cl:26])[CH:23]=[CH:24][CH:25]=1. The catalyst is Cl[Pd](Cl)([P](C1C=CC=CC=1)(C1C=CC=CC=1)C1C=CC=CC=1)[P](C1C=CC=CC=1)(C1C=CC=CC=1)C1C=CC=CC=1.[Cu]I.CCN(CC)CC. The product is [Cl:26][C:22]1[CH:21]=[C:20]([C:2]#[C:1][C@@H:3]2[N:7]3[CH2:8][CH2:9][NH:10][CH2:11][C@@H:6]3[CH2:5][CH2:4]2)[CH:25]=[CH:24][CH:23]=1. The yield is 0.630. (4) The reactants are Cl[C:2]1[N:3]=[CH:4][CH:5]=[C:6]2[C:11](=[O:12])[C:10]([C:13]3[CH:18]=[CH:17][C:16]([C:19]4([NH:23][C:24](=[O:30])[O:25][C:26]([CH3:29])([CH3:28])[CH3:27])[CH2:22][CH2:21][CH2:20]4)=[CH:15][CH:14]=3)=[C:9]([C:31]3[CH:36]=[CH:35][CH:34]=[CH:33][CH:32]=3)[O:8][C:7]=12.[CH3:37]B(O)O.C(=O)([O-])[O-].[K+].[K+]. The catalyst is O1CCOCC1.N#N.C1C=CC([P]([Pd]([P](C2C=CC=CC=2)(C2C=CC=CC=2)C2C=CC=CC=2)([P](C2C=CC=CC=2)(C2C=CC=CC=2)C2C=CC=CC=2)[P](C2C=CC=CC=2)(C2C=CC=CC=2)C2C=CC=CC=2)(C2C=CC=CC=2)C2C=CC=CC=2)=CC=1. The product is [CH3:37][C:2]1[N:3]=[CH:4][CH:5]=[C:6]2[C:11](=[O:12])[C:10]([C:13]3[CH:18]=[CH:17][C:16]([C:19]4([NH:23][C:24](=[O:30])[O:25][C:26]([CH3:29])([CH3:27])[CH3:28])[CH2:20][CH2:21][CH2:22]4)=[CH:15][CH:14]=3)=[C:9]([C:31]3[CH:36]=[CH:35][CH:34]=[CH:33][CH:32]=3)[O:8][C:7]=12. The yield is 0.420. (5) The reactants are [N+:1]([C:4]1[CH:5]=[C:6]2[C:10](=[CH:11][CH:12]=1)[C:9](=O)[NH:8][C:7]2=O)([O-:3])=[O:2].BrC1C=C2C(=CC=1)CNC2.B(F)(F)F.CCOCC.B.C1COCC1. No catalyst specified. The product is [N+:1]([C:4]1[CH:5]=[C:6]2[C:10](=[CH:11][CH:12]=1)[CH2:9][NH:8][CH2:7]2)([O-:3])=[O:2]. The yield is 0.560. (6) The reactants are Br[C:2]1[CH:3]=[C:4]([C:8]2[N:9]([C:13]3[C:18]([CH:19]([CH3:21])[CH3:20])=[CH:17][CH:16]=[CH:15][C:14]=3[CH:22]([CH3:24])[CH3:23])[CH:10]=[CH:11][N:12]=2)[CH:5]=[CH:6][CH:7]=1.[CH:25]1[C:37]2[NH:36][C:35]3[C:30](=[CH:31][CH:32]=[CH:33][CH:34]=3)[C:29]=2[CH:28]=[CH:27][C:26]=1[C:38]#[N:39].C1(P(C2CCCCC2)C2C=CC=CC=2C2C(OC)=CC=CC=2OC)CCCCC1.[O-]P([O-])([O-])=O.[K+].[K+].[K+]. The catalyst is C1C=CC(/C=C/C(/C=C/C2C=CC=CC=2)=O)=CC=1.C1C=CC(/C=C/C(/C=C/C2C=CC=CC=2)=O)=CC=1.C1C=CC(/C=C/C(/C=C/C2C=CC=CC=2)=O)=CC=1.[Pd].[Pd]. The product is [CH:22]([C:14]1[CH:15]=[CH:16][CH:17]=[C:18]([CH:19]([CH3:21])[CH3:20])[C:13]=1[N:9]1[CH:10]=[CH:11][N:12]=[C:8]1[C:4]1[CH:3]=[C:2]([N:36]2[C:37]3[CH:25]=[C:26]([C:38]#[N:39])[CH:27]=[CH:28][C:29]=3[C:30]3[C:35]2=[CH:34][CH:33]=[CH:32][CH:31]=3)[CH:7]=[CH:6][CH:5]=1)([CH3:24])[CH3:23]. The yield is 0.934.